Dataset: Full USPTO retrosynthesis dataset with 1.9M reactions from patents (1976-2016). Task: Predict the reactants needed to synthesize the given product. (1) Given the product [Br:1][C:2]1[C:3]([NH:10][C:11]2[CH:15]=[C:14]([CH3:16])[NH:13][N:12]=2)=[N:4][C:5]([Cl:8])=[N:6][CH:7]=1, predict the reactants needed to synthesize it. The reactants are: [Br:1][C:2]1[C:3](Cl)=[N:4][C:5]([Cl:8])=[N:6][CH:7]=1.[NH2:10][C:11]1[CH:15]=[C:14]([CH3:16])[NH:13][N:12]=1.C(N(CC)C(C)C)(C)C. (2) The reactants are: [C:1]([O:5][C:6]([NH:8][C@@H:9]1[CH2:14][CH2:13][CH2:12][CH2:11][C@@H:10]1[NH:15][C:16]1[C:25]2[C:20](=[CH:21][CH:22]=[C:23]([CH3:26])[CH:24]=2)[N:19]=[C:18]([C:27]([O-:29])=O)[N:17]=1)=[O:7])([CH3:4])([CH3:3])[CH3:2].[CH3:30][O:31][CH2:32][CH2:33][NH2:34].C(OC(C)C)(C)C. Given the product [C:1]([O:5][C:6](=[O:7])[NH:8][C@@H:9]1[CH2:14][CH2:13][CH2:12][CH2:11][C@@H:10]1[NH:15][C:16]1[C:25]2[C:20](=[CH:21][CH:22]=[C:23]([CH3:26])[CH:24]=2)[N:19]=[C:18]([C:27]([NH:34][CH2:33][CH2:32][O:31][CH3:30])=[O:29])[N:17]=1)([CH3:4])([CH3:3])[CH3:2], predict the reactants needed to synthesize it. (3) Given the product [Cl:22][C:10]1[CH:9]=[C:8]([NH:7][C:4]2[C:3]([C:23]([NH2:25])=[O:24])=[C:2]([NH:1][CH2:30][C:29]3[CH:32]=[C:33]([CH3:36])[C:34]([OH:35])=[C:27]([CH3:26])[CH:28]=3)[NH:6][N:5]=2)[CH:13]=[CH:12][C:11]=1[N:14]1[CH2:19][C@@H:18]([CH3:20])[O:17][C@@H:16]([CH3:21])[CH2:15]1, predict the reactants needed to synthesize it. The reactants are: [NH2:1][C:2]1[NH:6][N:5]=[C:4]([NH:7][C:8]2[CH:13]=[CH:12][C:11]([N:14]3[CH2:19][C@@H:18]([CH3:20])[O:17][C@@H:16]([CH3:21])[CH2:15]3)=[C:10]([Cl:22])[CH:9]=2)[C:3]=1[C:23]([NH2:25])=[O:24].[CH3:26][C:27]1[CH:28]=[C:29]([CH:32]=[C:33]([CH3:36])[C:34]=1[OH:35])[CH:30]=O.[BH4-].[Na+].O. (4) Given the product [O:18]([C:21]1[CH:26]=[CH:25][C:24]([O:17][CH2:16][CH2:15][CH2:14][N:11]2[CH2:12][CH2:13][N:8]([C:5]3[N:6]=[N:7][C:2]([Cl:1])=[CH:3][CH:4]=3)[CH2:9][CH2:10]2)=[CH:23][CH:22]=1)[CH2:19][CH3:20], predict the reactants needed to synthesize it. The reactants are: [Cl:1][C:2]1[N:7]=[N:6][C:5]([N:8]2[CH2:13][CH2:12][N:11]([CH2:14][CH2:15][CH2:16][OH:17])[CH2:10][CH2:9]2)=[CH:4][CH:3]=1.[O:18]([C:21]1[CH:26]=[CH:25][C:24](O)=[CH:23][CH:22]=1)[CH2:19][CH3:20].C1(P(C2C=CC=CC=2)C2C=CC=CC=2)C=CC=CC=1.CCOC(/N=N/C(OCC)=O)=O. (5) Given the product [Cl:1][C:2]1[CH:7]=[CH:6][C:5]2[N:8]([C:9]3[C:10]([CH3:19])=[C:11]([CH:16]=[CH:17][CH:18]=3)[C:12]([O:14][CH3:15])=[O:13])[C:21]([C@H:23]3[CH2:27][CH2:26][CH2:25][O:24]3)=[N:20][C:4]=2[CH:3]=1, predict the reactants needed to synthesize it. The reactants are: [Cl:1][C:2]1[CH:7]=[CH:6][C:5]([NH:8][C:9]2[C:10]([CH3:19])=[C:11]([CH:16]=[CH:17][CH:18]=2)[C:12]([O:14][CH3:15])=[O:13])=[C:4]([NH:20][C:21]([C@H:23]2[CH2:27][CH2:26][CH2:25][O:24]2)=O)[CH:3]=1. (6) Given the product [ClH:10].[CH2:11]([O:13][C:14]1[CH:15]=[C:16]([C:23]2[C@@H:32]3[C@@H:27]([CH2:28][CH:29]=[CH:30][CH2:31]3)[C:26](=[O:33])[N:25]([CH:34]3[CH2:35][CH2:36][N:37]([C:2]([C:3]4[CH:8]=[CH:7][N:6]=[CH:5][CH:4]=4)=[O:9])[CH2:38][CH2:39]3)[N:24]=2)[CH:17]=[CH:18][C:19]=1[O:20][CH2:21][CH3:22])[CH3:12], predict the reactants needed to synthesize it. The reactants are: Cl.[C:2]([Cl:10])(=[O:9])[C:3]1[CH:8]=[CH:7][N:6]=[CH:5][CH:4]=1.[CH2:11]([O:13][C:14]1[CH:15]=[C:16]([C:23]2[C@@H:32]3[C@@H:27]([CH2:28][CH:29]=[CH:30][CH2:31]3)[C:26](=[O:33])[N:25]([CH:34]3[CH2:39][CH2:38][N:37](S(C4C=CC(C)=CC=4)(=O)=O)[CH2:36][CH2:35]3)[N:24]=2)[CH:17]=[CH:18][C:19]=1[O:20][CH2:21][CH3:22])[CH3:12].